This data is from Full USPTO retrosynthesis dataset with 1.9M reactions from patents (1976-2016). The task is: Predict the reactants needed to synthesize the given product. (1) Given the product [CH3:23][O:24][C:2]1[N:3]([CH:17]2[CH2:22][CH2:21][CH2:20][CH2:19][O:18]2)[C:4]2[C:9]([N:10]=1)=[C:8]([NH2:11])[N:7]=[C:6]([O:12][CH2:13][CH2:14][O:15][CH3:16])[N:5]=2, predict the reactants needed to synthesize it. The reactants are: Br[C:2]1[N:3]([CH:17]2[CH2:22][CH2:21][CH2:20][CH2:19][O:18]2)[C:4]2[C:9]([N:10]=1)=[C:8]([NH2:11])[N:7]=[C:6]([O:12][CH2:13][CH2:14][O:15][CH3:16])[N:5]=2.[CH3:23][O-:24].[Na+]. (2) Given the product [CH2:21]([C:24]1([S:27]([NH:18][C:5]2[C:4]([O:19][CH3:20])=[CH:3][C:2]([F:1])=[C:7]([F:8])[C:6]=2[NH:9][C:10]2[CH:15]=[CH:14][C:13]([I:16])=[CH:12][C:11]=2[F:17])(=[O:29])=[O:28])[CH2:26][CH2:25]1)[CH:22]=[CH2:23], predict the reactants needed to synthesize it. The reactants are: [F:1][C:2]1[C:7]([F:8])=[C:6]([NH:9][C:10]2[CH:15]=[CH:14][C:13]([I:16])=[CH:12][C:11]=2[F:17])[C:5]([NH2:18])=[C:4]([O:19][CH3:20])[CH:3]=1.[CH2:21]([C:24]1([S:27](Cl)(=[O:29])=[O:28])[CH2:26][CH2:25]1)[CH:22]=[CH2:23].